This data is from Forward reaction prediction with 1.9M reactions from USPTO patents (1976-2016). The task is: Predict the product of the given reaction. (1) Given the reactants [CH3:1][C:2]1[N:3]([CH3:12])[C:4]2[C:10]([NH2:11])=[CH:9][CH:8]=[CH:7][C:5]=2[N:6]=1.[N:13]([C:16]1[CH:17]=[N:18][CH:19]=[CH:20][C:21]=1[O:22][CH3:23])=[C:14]=[S:15].C(N1C2C(NC(=S)NC3C=C(S(N)(=O)=O)C=CC=3OC(C)C)=CC=CC=2N=C1C)C, predict the reaction product. The product is: [CH3:12][N:3]1[C:4]2[C:10]([NH:11][C:14]([NH:13][C:16]3[CH:17]=[N:18][CH:19]=[CH:20][C:21]=3[O:22][CH3:23])=[S:15])=[CH:9][CH:8]=[CH:7][C:5]=2[N:6]=[C:2]1[CH3:1]. (2) Given the reactants N1([C:6]([C:8]2[CH:9]([C:26]3[CH:33]=[CH:32][C:29]([C:30]#[N:31])=[CH:28][CH:27]=3)[NH:10][C:11](=[O:25])[N:12]([C:15]3[CH:20]=[CH:19][CH:18]=[C:17]([C:21]([F:24])([F:23])[F:22])[CH:16]=3)[C:13]=2[CH3:14])=[O:7])C=CN=C1.[CH3:34][N:35]([CH3:39])[CH2:36][CH2:37][OH:38], predict the reaction product. The product is: [C:30]([C:29]1[CH:28]=[CH:27][C:26]([CH:9]2[C:8]([C:6]([O:38][CH2:37][CH2:36][N:35]([CH3:39])[CH3:34])=[O:7])=[C:13]([CH3:14])[N:12]([C:15]3[CH:20]=[CH:19][CH:18]=[C:17]([C:21]([F:23])([F:22])[F:24])[CH:16]=3)[C:11](=[O:25])[NH:10]2)=[CH:33][CH:32]=1)#[N:31]. (3) Given the reactants [F:1][C:2]1[CH:7]=[CH:6][C:5]([CH3:8])=[CH:4][C:3]=1[NH:9][C:10]1[N:15]2[N:16]=[CH:17][C:18]([C:19]([OH:21])=O)=[C:14]2[N:13]=[CH:12][C:11]=1[C:22]([N:24]1[CH2:29][CH2:28][CH:27]([C:30]2[CH:39]=[CH:38][C:37]3[C:32](=[CH:33][CH:34]=[CH:35][CH:36]=3)[CH:31]=2)[CH2:26][CH2:25]1)=[O:23].[CH2:40]([S:42]([NH2:45])(=[O:44])=[O:43])[CH3:41], predict the reaction product. The product is: [F:1][C:2]1[CH:7]=[CH:6][C:5]([CH3:8])=[CH:4][C:3]=1[NH:9][C:10]1[N:15]2[N:16]=[CH:17][C:18]([C:19]([NH:45][S:42]([CH2:40][CH3:41])(=[O:44])=[O:43])=[O:21])=[C:14]2[N:13]=[CH:12][C:11]=1[C:22]([N:24]1[CH2:29][CH2:28][CH:27]([C:30]2[CH:39]=[CH:38][C:37]3[C:32](=[CH:33][CH:34]=[CH:35][CH:36]=3)[CH:31]=2)[CH2:26][CH2:25]1)=[O:23]. (4) Given the reactants [CH3:1][C:2]1[CH:7]=[CH:6][C:5]([C:8]2[CH:13]=[C:12]([C:14]([N:16]3[CH2:21][CH2:20][N:19]4[CH2:22][CH2:23][CH2:24][CH:18]4[CH2:17]3)=[O:15])[CH:11]=[C:10]([C:25]([OH:27])=O)[CH:9]=2)=[CH:4][CH:3]=1.[CH3:28][C:29]1[N:34]=[CH:33][C:32]([C@H:35]([NH2:37])[CH3:36])=[CH:31][N:30]=1.F[P-](F)(F)(F)(F)F.C[N+](C)=C(N(C)C)ON1C2N=CC=CC=2N=N1.C(N(CC)C(C)C)(C)C, predict the reaction product. The product is: [CH3:1][C:2]1[CH:7]=[CH:6][C:5]([C:8]2[CH:13]=[C:12]([C:14]([N:16]3[CH2:21][CH2:20][N:19]4[CH2:22][CH2:23][CH2:24][CH:18]4[CH2:17]3)=[O:15])[CH:11]=[C:10]([C:25]([NH:37][C@@H:35]([C:32]3[CH:31]=[N:30][C:29]([CH3:28])=[N:34][CH:33]=3)[CH3:36])=[O:27])[CH:9]=2)=[CH:4][CH:3]=1. (5) Given the reactants [NH2:1][C:2]1[CH:7]=[C:6]([C:8]2[S:9][CH:10]=[CH:11][CH:12]=2)[CH:5]=[CH:4][C:3]=1[NH:13][C:14](=[O:20])[O:15][C:16]([CH3:19])([CH3:18])[CH3:17].[Cl:21][C:22]1[CH:29]=[CH:28][C:25]([CH2:26]Cl)=[CH:24][N:23]=1.CC[O:32]C(C)=O, predict the reaction product. The product is: [Cl:21][C:22]1[N:23]=[CH:24][C:25]([C:26]([NH:1][C:2]2[CH:7]=[C:6]([C:8]3[S:9][CH:10]=[CH:11][CH:12]=3)[CH:5]=[CH:4][C:3]=2[NH:13][C:14](=[O:20])[O:15][C:16]([CH3:17])([CH3:19])[CH3:18])=[O:32])=[CH:28][CH:29]=1. (6) Given the reactants C(=O)([O-])[O-].[K+].[K+].[Br:7][C:8]1[CH:9]=[C:10]([OH:14])[CH:11]=[CH:12][CH:13]=1.[CH:15]1(Br)[CH2:19][CH2:18][CH2:17][CH2:16]1, predict the reaction product. The product is: [Br:7][C:8]1[CH:13]=[CH:12][CH:11]=[C:10]([O:14][CH:15]2[CH2:19][CH2:18][CH2:17][CH2:16]2)[CH:9]=1.